Dataset: Catalyst prediction with 721,799 reactions and 888 catalyst types from USPTO. Task: Predict which catalyst facilitates the given reaction. Reactant: [Cl:1][C:2]1[C:3]([N:9]2[CH:13]=[C:12]([CH2:14][CH2:15][CH2:16][OH:17])[C:11]([CH:18]([CH3:20])[CH3:19])=[N:10]2)=[N:4][CH:5]=[C:6]([Cl:8])[CH:7]=1.O[C:22]1[C:27]([O:28][CH3:29])=[CH:26][CH:25]=[CH:24][C:23]=1[CH2:30][C:31]([O:33]C)=[O:32].C(P(CCCC)CCCC)CCC.N(C(N1CCCCC1)=O)=NC(N1CCCCC1)=O. Product: [Cl:1][C:2]1[C:3]([N:9]2[CH:13]=[C:12]([CH2:14][CH2:15][CH2:16][O:17][C:22]3[C:27]([O:28][CH3:29])=[CH:26][CH:25]=[CH:24][C:23]=3[CH2:30][C:31]([OH:33])=[O:32])[C:11]([CH:18]([CH3:20])[CH3:19])=[N:10]2)=[N:4][CH:5]=[C:6]([Cl:8])[CH:7]=1. The catalyst class is: 7.